Dataset: Full USPTO retrosynthesis dataset with 1.9M reactions from patents (1976-2016). Task: Predict the reactants needed to synthesize the given product. (1) Given the product [Cl:24][C:8]1[S:7][C:6]2[N:1]=[CH:2][N:3]=[C:4]([NH:10][CH:11]3[CH2:12][CH2:13][N:14]([C:17]([O:19][C:20]([CH3:23])([CH3:22])[CH3:21])=[O:18])[CH2:15][CH2:16]3)[C:5]=2[CH:9]=1, predict the reactants needed to synthesize it. The reactants are: [N:1]1[C:6]2[S:7][CH:8]=[CH:9][C:5]=2[C:4]([NH:10][CH:11]2[CH2:16][CH2:15][N:14]([C:17]([O:19][C:20]([CH3:23])([CH3:22])[CH3:21])=[O:18])[CH2:13][CH2:12]2)=[N:3][CH:2]=1.[Cl:24]N1C(=O)CCC1=O. (2) Given the product [Cl:32][C:33]1[N:38]=[N:37][CH:36]=[C:35]([N:39]2[CH2:43][CH2:42][C@@H:41]([NH:44][C:45](=[O:51])[O:46][C:47]([CH3:49])([CH3:48])[CH3:50])[CH2:40]2)[CH:34]=1, predict the reactants needed to synthesize it. The reactants are: CN([C@@H]1CCN(C2C=C(NC34CC5CC(CC(C5)C3)C4)N=NC=2)C1)C(=O)OC(C)(C)C.[Cl:32][C:33]1[N:38]=[N:37][CH:36]=[C:35]([N:39]2[CH2:43][CH2:42][C@@H:41]([N:44](C)[C:45](=[O:51])[O:46][C:47]([CH3:50])([CH3:49])[CH3:48])[CH2:40]2)[CH:34]=1.C12(N)CC3CC(CC(C3)C1)C2.C(O[Na])(C)(C)C.N#N.